Predict the reactants needed to synthesize the given product. From a dataset of Full USPTO retrosynthesis dataset with 1.9M reactions from patents (1976-2016). Given the product [CH3:30][C:29]1[C:24]([N:21]2[CH2:22][CH2:23][N:18]([C:16]([C:13]3[CH:14]=[CH:15][C:10]([N:7]4[C@@H:3]([CH2:2][OH:1])[CH2:4][CH2:5][C:6]4=[O:8])=[CH:11][C:12]=3[S:32]([CH3:35])(=[O:34])=[O:33])=[O:17])[CH2:19][CH2:20]2)=[N:25][CH:26]=[C:27]([CH3:31])[CH:28]=1, predict the reactants needed to synthesize it. The reactants are: [OH:1][CH2:2][C@@H:3]1[NH:7][C:6](=[O:8])[CH2:5][CH2:4]1.Br[C:10]1[CH:15]=[CH:14][C:13]([C:16]([N:18]2[CH2:23][CH2:22][N:21]([C:24]3[C:29]([CH3:30])=[CH:28][C:27]([CH3:31])=[CH:26][N:25]=3)[CH2:20][CH2:19]2)=[O:17])=[C:12]([S:32]([CH3:35])(=[O:34])=[O:33])[CH:11]=1.